This data is from Reaction yield outcomes from USPTO patents with 853,638 reactions. The task is: Predict the reaction yield, written as a fraction of the theoretical maximum amount of product (1.0 means a 100% yield; for example, 0.34 means a 34% yield). The reactants are [CH3:1][C:2]1[C:3]([F:11])=[N:4][CH:5]=[C:6]([CH:10]=1)[C:7]([OH:9])=[O:8].[C:12]([O-])([O-])=O.[K+].[K+].CI. The catalyst is CN(C=O)C. The product is [F:11][C:3]1[C:2]([CH3:1])=[CH:10][C:6]([C:7]([O:9][CH3:12])=[O:8])=[CH:5][N:4]=1. The yield is 0.850.